Dataset: Forward reaction prediction with 1.9M reactions from USPTO patents (1976-2016). Task: Predict the product of the given reaction. (1) The product is: [Cl:1][Si:2]([Cl:3])([CH2:15][CH2:14][CH2:13][CH2:12][CH2:11][CH2:10][CH2:9][CH2:8][CH2:7][CH2:6][CH2:5][CH3:4])[CH2:4][CH2:5][CH2:6][CH2:7][CH2:8][CH2:9][CH2:10][CH2:11][CH2:12][CH2:13][CH2:14][CH3:15]. Given the reactants [Cl:1][SiH2:2][Cl:3].[CH2:4]=[CH:5][CH2:6][CH2:7][CH2:8][CH2:9][CH2:10][CH2:11][CH2:12][CH2:13][CH2:14][CH3:15], predict the reaction product. (2) Given the reactants [Cl:1][C:2]1[C:3]([F:42])=[C:4]([C@@H:8]2[C@:12]([C:15]3[CH:20]=[CH:19][C:18]([Cl:21])=[CH:17][C:16]=3[F:22])([C:13]#[N:14])[C@H:11]([CH2:23][C:24]([CH3:27])([CH3:26])[CH3:25])[NH:10][C@H:9]2[C:28]([NH:30][C:31]2[CH:39]=[CH:38][C:34]([C:35]([OH:37])=[O:36])=[CH:33][C:32]=2[O:40][CH3:41])=[O:29])[CH:5]=[CH:6][CH:7]=1.[CH2:43](O)[CH2:44][O:45][CH2:46][CH2:47][O:48][CH2:49][CH2:50][O:51][CH2:52][CH2:53][O:54][CH2:55][CH2:56][OH:57], predict the reaction product. The product is: [ClH:1].[OH:57][CH2:56][CH2:55][O:54][CH2:53][CH2:52][O:51][CH2:50][CH2:49][O:48][CH2:47][CH2:46][O:45][CH2:44][CH2:43][O:36][C:35](=[O:37])[C:34]1[CH:38]=[CH:39][C:31]([NH:30][C:28]([C@H:9]2[C@H:8]([C:4]3[CH:5]=[CH:6][CH:7]=[C:2]([Cl:1])[C:3]=3[F:42])[C@:12]([C:15]3[CH:20]=[CH:19][C:18]([Cl:21])=[CH:17][C:16]=3[F:22])([C:13]#[N:14])[C@H:11]([CH2:23][C:24]([CH3:26])([CH3:27])[CH3:25])[NH:10]2)=[O:29])=[C:32]([O:40][CH3:41])[CH:33]=1.